Dataset: Full USPTO retrosynthesis dataset with 1.9M reactions from patents (1976-2016). Task: Predict the reactants needed to synthesize the given product. (1) Given the product [N+:21]([C:24]1[CH:29]=[CH:28][C:27]([C:2]2[CH:3]=[CH:4][C:5]([O:8][CH2:9][CH2:10][O:11][CH2:12][CH2:13][C:14]([O:16][C:17]([CH3:20])([CH3:19])[CH3:18])=[O:15])=[N:6][CH:7]=2)=[CH:26][CH:25]=1)([O-:23])=[O:22], predict the reactants needed to synthesize it. The reactants are: Br[C:2]1[CH:3]=[CH:4][C:5]([O:8][CH2:9][CH2:10][O:11][CH2:12][CH2:13][C:14]([O:16][C:17]([CH3:20])([CH3:19])[CH3:18])=[O:15])=[N:6][CH:7]=1.[N+:21]([C:24]1[CH:29]=[CH:28][C:27](B(O)O)=[CH:26][CH:25]=1)([O-:23])=[O:22].O1CCOCC1.C(=O)([O-])[O-].[K+].[K+]. (2) Given the product [CH3:6][O:7][CH2:8][CH2:9][N:10]1[C:18]2[C:13](=[C:14]([C:19]([N:21]3[CH2:26][CH2:25][O:24][CH2:23][CH2:22]3)=[O:20])[CH:15]=[CH:16][CH:17]=2)[C:12]([CH:31]=[O:32])=[CH:11]1, predict the reactants needed to synthesize it. The reactants are: O=P(Cl)(Cl)Cl.[CH3:6][O:7][CH2:8][CH2:9][N:10]1[C:18]2[C:13](=[C:14]([C:19]([N:21]3[CH2:26][CH2:25][O:24][CH2:23][CH2:22]3)=[O:20])[CH:15]=[CH:16][CH:17]=2)[CH:12]=[CH:11]1.Cl.CN([CH:31]=[O:32])C.